From a dataset of Forward reaction prediction with 1.9M reactions from USPTO patents (1976-2016). Predict the product of the given reaction. (1) Given the reactants [Br:1][C:2]1[CH:7]=[CH:6][CH:5]=[CH:4][C:3]=1[O:8][CH2:9][CH3:10].[C:11]1(=[O:17])[O:16][C:14](=[O:15])[CH2:13][CH2:12]1.[Cl-].[Al+3].[Cl-].[Cl-].Cl, predict the reaction product. The product is: [Br:1][C:2]1[CH:7]=[C:6]([C:11](=[O:17])[CH2:12][CH2:13][C:14]([OH:16])=[O:15])[CH:5]=[CH:4][C:3]=1[O:8][CH2:9][CH3:10]. (2) Given the reactants [F:1][C:2]([F:7])([F:6])[C:3]([OH:5])=[O:4].[NH2:8][C@H:9]([C:14]([N:16]1[CH2:43][CH2:42][CH2:41][C@@H:17]1[C:18]([NH:20][CH2:21][CH2:22][CH2:23][NH:24][C:25]1[C:38]2[C:37](=[O:39])[C:36]3[C:31](=[CH:32][CH:33]=[CH:34][CH:35]=3)[C:30](=[O:40])[C:29]=2[CH:28]=[CH:27][CH:26]=1)=[O:19])=[O:15])[CH2:10][CH:11]([CH3:13])[CH3:12], predict the reaction product. The product is: [F:1][C:2]([F:7])([F:6])[C:3]([OH:5])=[O:4].[NH2:8][C@H:9]([C:14]([NH:16][CH2:2][C:3]([NH:8][C@H:9]([C:14]([N:16]1[CH2:43][CH2:42][CH2:41][C@@H:17]1[C:18]([NH:20][CH2:21][CH2:22][CH2:23][NH:24][C:25]1[C:38]2[C:37](=[O:39])[C:36]3[C:31](=[CH:32][CH:33]=[CH:34][CH:35]=3)[C:30](=[O:40])[C:29]=2[CH:28]=[CH:27][CH:26]=1)=[O:19])=[O:15])[CH2:10][CH:11]([CH3:12])[CH3:13])=[O:5])=[O:15])[CH2:10][CH:11]([CH3:13])[CH3:12]. (3) Given the reactants [CH3:1][O:2][C:3]1[CH:4]=[C:5]([C:11](=O)[C:12]([O:14]CC)=O)[CH:6]=[C:7]([O:9][CH3:10])[CH:8]=1.[Cl:18][C:19]1[N:24]=[C:23]([NH:25][CH3:26])[C:22]([NH2:27])=[CH:21][N:20]=1, predict the reaction product. The product is: [Cl:18][C:19]1[N:20]=[CH:21][C:22]2[N:27]=[C:11]([C:5]3[CH:6]=[C:7]([O:9][CH3:10])[CH:8]=[C:3]([O:2][CH3:1])[CH:4]=3)[C:12](=[O:14])[N:25]([CH3:26])[C:23]=2[N:24]=1. (4) Given the reactants [CH2:1]([O:8][C:9]1[CH:17]=[C:16]2[C:12]([CH:13]=[C:14](C(O)=O)[NH:15]2)=[CH:11][C:10]=1[F:21])[C:2]1[CH:7]=[CH:6][CH:5]=[CH:4][CH:3]=1, predict the reaction product. The product is: [CH2:1]([O:8][C:9]1[CH:17]=[C:16]2[C:12]([CH:13]=[CH:14][NH:15]2)=[CH:11][C:10]=1[F:21])[C:2]1[CH:3]=[CH:4][CH:5]=[CH:6][CH:7]=1. (5) Given the reactants [F:1][C:2]1[CH:7]=[CH:6][CH:5]=[CH:4][C:3]=1[CH:8]=[CH:9][C:10]([NH:12][C@@H:13]([C:24]([O:26]C)=[O:25])[CH2:14][C:15]1[C:23]2[C:18](=[CH:19][CH:20]=[CH:21][CH:22]=2)[NH:17][CH:16]=1)=[O:11].[OH-].[Na+], predict the reaction product. The product is: [F:1][C:2]1[CH:7]=[CH:6][CH:5]=[CH:4][C:3]=1[CH:8]=[CH:9][C:10]([NH:12][C@@H:13]([C:24]([OH:26])=[O:25])[CH2:14][C:15]1[C:23]2[C:18](=[CH:19][CH:20]=[CH:21][CH:22]=2)[NH:17][CH:16]=1)=[O:11]. (6) Given the reactants [C:1]([C:5]1[CH:9]=[C:8]([NH:10][C:11](=[O:36])[NH:12][CH2:13][C:14]2[CH:34]=[C:33]([F:35])[CH:32]=[CH:31][C:15]=2[O:16][C:17]2[CH:18]=[C:19]3[C:23](=[CH:24][CH:25]=2)[N:22]([CH2:26][C:27](OC)=[O:28])[N:21]=[CH:20]3)[N:7]([C:37]2[CH:42]=[CH:41][C:40]([CH3:43])=[CH:39][CH:38]=2)[N:6]=1)([CH3:4])([CH3:3])[CH3:2].[BH4-].[Na+], predict the reaction product. The product is: [C:1]([C:5]1[CH:9]=[C:8]([NH:10][C:11]([NH:12][CH2:13][C:14]2[CH:34]=[C:33]([F:35])[CH:32]=[CH:31][C:15]=2[O:16][C:17]2[CH:18]=[C:19]3[C:23](=[CH:24][CH:25]=2)[N:22]([CH2:26][CH2:27][OH:28])[N:21]=[CH:20]3)=[O:36])[N:7]([C:37]2[CH:42]=[CH:41][C:40]([CH3:43])=[CH:39][CH:38]=2)[N:6]=1)([CH3:4])([CH3:3])[CH3:2]. (7) Given the reactants [CH3:1][CH:2]([O:4][C:5]1[CH:6]=[C:7]([O:25][C:26]2[CH:31]=[CH:30][C:29]([S:32]([CH3:35])(=[O:34])=[O:33])=[CH:28][CH:27]=2)[CH:8]=[C:9]2[C:13]=1[NH:12][C:11]([C:14]1[S:15][CH:16]([CH2:19][C:20](OCC)=[O:21])[CH2:17][N:18]=1)=[CH:10]2)[CH3:3].[BH4-].[Li+].O, predict the reaction product. The product is: [CH3:3][CH:2]([O:4][C:5]1[CH:6]=[C:7]([O:25][C:26]2[CH:27]=[CH:28][C:29]([S:32]([CH3:35])(=[O:33])=[O:34])=[CH:30][CH:31]=2)[CH:8]=[C:9]2[C:13]=1[NH:12][C:11]([C:14]1[S:15][CH:16]([CH2:19][CH2:20][OH:21])[CH2:17][N:18]=1)=[CH:10]2)[CH3:1]. (8) Given the reactants Cl[C:2]1[C:7]([Cl:8])=[N:6][CH:5]=[CH:4][N:3]=1.[NH2:9][CH2:10][CH:11]1[CH2:16][CH2:15][N:14]([C:17]([O:19][CH2:20][C:21]2[CH:26]=[CH:25][C:24]([F:27])=[CH:23][CH:22]=2)=[O:18])[CH2:13][CH2:12]1, predict the reaction product. The product is: [F:27][C:24]1[CH:25]=[CH:26][C:21]([CH2:20][O:19][C:17]([N:14]2[CH2:15][CH2:16][CH:11]([CH2:10][NH:9][C:2]3[C:7]([Cl:8])=[N:6][CH:5]=[CH:4][N:3]=3)[CH2:12][CH2:13]2)=[O:18])=[CH:22][CH:23]=1. (9) Given the reactants Cl[C:2]1[C:7]([C:8](=O)[CH2:9][CH3:10])=[CH:6][CH:5]=[CH:4][N:3]=1.Cl.[CH2:13]([O:20][C:21]1[CH:26]=[CH:25][C:24]([NH:27][NH2:28])=[CH:23][CH:22]=1)[C:14]1[CH:19]=[CH:18][CH:17]=[CH:16][CH:15]=1, predict the reaction product. The product is: [CH2:13]([O:20][C:21]1[CH:22]=[CH:23][C:24]([N:27]2[C:2]3=[N:3][CH:4]=[CH:5][CH:6]=[C:7]3[C:8]([CH2:9][CH3:10])=[N:28]2)=[CH:25][CH:26]=1)[C:14]1[CH:15]=[CH:16][CH:17]=[CH:18][CH:19]=1. (10) Given the reactants [Cl:1][C:2]1[N:11]=[C:10](Cl)[C:9]2[C:4](=[CH:5][CH:6]=[CH:7][CH:8]=2)[N:3]=1.[CH3:13][O:14][C:15]1[CH:21]=[CH:20][CH:19]=[CH:18][C:16]=1[NH2:17], predict the reaction product. The product is: [Cl:1][C:2]1[N:11]=[C:10]([NH:17][C:16]2[CH:18]=[CH:19][CH:20]=[CH:21][C:15]=2[O:14][CH3:13])[C:9]2[C:4](=[CH:5][CH:6]=[CH:7][CH:8]=2)[N:3]=1.